From a dataset of Peptide-MHC class I binding affinity with 185,985 pairs from IEDB/IMGT. Regression. Given a peptide amino acid sequence and an MHC pseudo amino acid sequence, predict their binding affinity value. This is MHC class I binding data. (1) The peptide sequence is KAAVDLSHFL. The MHC is HLA-B51:01 with pseudo-sequence HLA-B51:01. The binding affinity (normalized) is 0. (2) The peptide sequence is APRARTAAF. The MHC is HLA-B39:01 with pseudo-sequence HLA-B39:01. The binding affinity (normalized) is 0.0847. (3) The peptide sequence is VTDNNRSFY. The MHC is HLA-A02:06 with pseudo-sequence HLA-A02:06. The binding affinity (normalized) is 0.145.